This data is from Forward reaction prediction with 1.9M reactions from USPTO patents (1976-2016). The task is: Predict the product of the given reaction. Given the reactants C(O)(C(F)(F)F)=O.[NH2:8][C:9](=[O:48])[CH2:10][C:11]1[CH:47]=[CH:46][CH:45]=[CH:44][C:12]=1[CH2:13][CH2:14][C:15]1[C:20]([C:21]([F:24])([F:23])[F:22])=[CH:19][N:18]=[C:17]([NH:25][C:26]2[CH:27]=[N:28][N:29]([CH:31]3[CH2:36][CH2:35][N:34](C(OC(C)(C)C)=O)[CH2:33][CH2:32]3)[CH:30]=2)[N:16]=1, predict the reaction product. The product is: [NH:34]1[CH2:33][CH2:32][CH:31]([N:29]2[CH:30]=[C:26]([NH:25][C:17]3[N:16]=[C:15]([CH2:14][CH2:13][C:12]4[CH:44]=[CH:45][CH:46]=[CH:47][C:11]=4[CH2:10][C:9]([NH2:8])=[O:48])[C:20]([C:21]([F:22])([F:24])[F:23])=[CH:19][N:18]=3)[CH:27]=[N:28]2)[CH2:36][CH2:35]1.